Task: Predict which catalyst facilitates the given reaction.. Dataset: Catalyst prediction with 721,799 reactions and 888 catalyst types from USPTO Reactant: C(N(CC)CC)C.[CH3:8][S:9](Cl)(=[O:11])=[O:10].[OH:13][CH2:14][C:15]1[S:19][N:18]=[N:17][C:16]=1[CH3:20].O.ClCCl. Product: [CH3:8][S:9]([O:13][CH2:14][C:15]1[S:19][N:18]=[N:17][C:16]=1[CH3:20])(=[O:11])=[O:10]. The catalyst class is: 4.